From a dataset of Catalyst prediction with 721,799 reactions and 888 catalyst types from USPTO. Predict which catalyst facilitates the given reaction. Reactant: [Br:1][C:2]1[CH:3]=[C:4]([C:11]([CH3:14])([CH3:13])[CH3:12])[C:5]([O:9][CH3:10])=[C:6]([CH:8]=1)[NH2:7].Cl.Cl[CH2:17][CH2:18][NH:19][CH2:20][CH2:21]Cl.C(=O)([O-])[O-].[K+].[K+].O. Product: [Br:1][C:2]1[CH:3]=[C:4]([C:11]([CH3:14])([CH3:13])[CH3:12])[C:5]([O:9][CH3:10])=[C:6]([N:7]2[CH2:21][CH2:20][NH:19][CH2:18][CH2:17]2)[CH:8]=1. The catalyst class is: 262.